Task: Predict the reactants needed to synthesize the given product.. Dataset: Full USPTO retrosynthesis dataset with 1.9M reactions from patents (1976-2016) (1) Given the product [C:31]([O:34][C:35]([NH:1][C:2]1([C:17]([O:19][CH3:20])=[O:18])[CH2:6][CH2:5][CH:4]([C:7]2[CH:8]=[C:9]3[C:14](=[CH:15][CH:16]=2)[CH:13]=[N:12][CH:11]=[CH:10]3)[CH2:3]1)=[O:36])([CH3:33])([CH3:32])[CH3:30], predict the reactants needed to synthesize it. The reactants are: [NH2:1][C:2]1([C:17]([O:19][CH3:20])=[O:18])[CH2:6][CH2:5][CH:4]([C:7]2[CH:8]=[C:9]3[C:14](=[CH:15][CH:16]=2)[CH:13]=[N:12][CH:11]=[CH:10]3)[CH2:3]1.CCN(C(C)C)C(C)C.[CH3:30][C:31]([O:34][C:35](O[C:35]([O:34][C:31]([CH3:33])([CH3:32])[CH3:30])=[O:36])=[O:36])([CH3:33])[CH3:32]. (2) Given the product [CH2:6]([O:8][C:9]1([CH:3]=[O:4])[CH:14]=[CH:13][C:12]([C:15]2[CH:20]=[CH:19][CH:18]=[C:17]([F:21])[C:16]=2[F:22])=[C:11]([F:23])[CH:10]1[F:24])[CH3:7], predict the reactants needed to synthesize it. The reactants are: C1C[O:4][CH2:3]C1.[CH2:6]([O:8][C:9]1[CH:14]=[CH:13][C:12]([C:15]2[CH:20]=[CH:19][CH:18]=[C:17]([F:21])[C:16]=2[F:22])=[C:11]([F:23])[C:10]=1[F:24])[CH3:7].C([Li])(CC)C. (3) Given the product [C:20]([C:24]1[CH:28]=[C:27]([NH:29][C:30]([NH:1][C:2]2[CH:19]=[CH:18][CH:17]=[C:4]([O:5][C:6]3[C:15]4[NH:14][C:13](=[O:16])[CH:12]=[N:11][C:10]=4[N:9]=[CH:8][CH:7]=3)[CH:3]=2)=[O:31])[N:26]([C:32]2[CH:37]=[CH:36][C:35]([CH3:38])=[CH:34][CH:33]=2)[N:25]=1)([CH3:23])([CH3:22])[CH3:21], predict the reactants needed to synthesize it. The reactants are: [NH2:1][C:2]1[CH:3]=[C:4]([CH:17]=[CH:18][CH:19]=1)[O:5][C:6]1[C:15]2[NH:14][C:13](=[O:16])[CH:12]=[N:11][C:10]=2[N:9]=[CH:8][CH:7]=1.[C:20]([C:24]1[CH:28]=[C:27]([N:29]=[C:30]=[O:31])[N:26]([C:32]2[CH:37]=[CH:36][C:35]([CH3:38])=[CH:34][CH:33]=2)[N:25]=1)([CH3:23])([CH3:22])[CH3:21]. (4) Given the product [CH3:1][C:2]([CH3:27])([CH3:26])[CH:3]([NH:8][C:9]([C:11]1[N:12]=[C:13]([C:20]2[CH:21]=[CH:22][CH:23]=[CH:24][CH:25]=2)[N:14]2[CH2:19][CH2:18][N:17]([C:38]3[N:43]=[CH:42][CH:41]=[CH:40][N:39]=3)[CH2:16][C:15]=12)=[O:10])[C:4]([NH:6][CH3:7])=[O:5], predict the reactants needed to synthesize it. The reactants are: [CH3:1][C:2]([CH3:27])([CH3:26])[C@H:3]([NH:8][C:9]([C:11]1[N:12]=[C:13]([C:20]2[CH:25]=[CH:24][CH:23]=[CH:22][CH:21]=2)[N:14]2[CH2:19][CH2:18][NH:17][CH2:16][C:15]=12)=[O:10])[C:4]([NH:6][CH3:7])=[O:5].CCN(C(C)C)C(C)C.Cl[C:38]1[N:43]=[CH:42][CH:41]=[CH:40][N:39]=1. (5) Given the product [NH2:12][C:8]1[CH:7]=[CH:6][CH:5]=[C:4]2[C:9]=1[CH:10]=[CH:11][N:2]([CH3:1])[C:3]2=[O:15], predict the reactants needed to synthesize it. The reactants are: [CH3:1][N:2]1[CH:11]=[CH:10][C:9]2[C:4](=[CH:5][CH:6]=[CH:7][C:8]=2[N+:12]([O-])=O)[C:3]1=[O:15].O.O.[Sn](Cl)Cl.O1CCCC1. (6) Given the product [ClH:1].[CH3:9][C:7]1[C:6]([CH3:10])=[CH:5][C:4]2[NH:11][C:12]([C:14]3[NH:15][N:16]=[C:17]4[C:22]=3[CH2:21][CH2:20][NH:19][CH2:18]4)=[N:2][C:3]=2[CH:8]=1, predict the reactants needed to synthesize it. The reactants are: [ClH:1].[NH2:2][C:3]1[CH:8]=[C:7]([CH3:9])[C:6]([CH3:10])=[CH:5][C:4]=1[NH:11][C:12]([C:14]1[NH:15][N:16]=[C:17]2[C:22]=1[CH2:21][CH2:20][N:19](C(OC(C)(C)C)=O)[CH2:18]2)=O.